The task is: Predict the product of the given reaction.. This data is from Forward reaction prediction with 1.9M reactions from USPTO patents (1976-2016). (1) Given the reactants Cl[S:2]([C:5]1[CH:13]=[CH:12][C:8]([C:9]([OH:11])=O)=[CH:7][CH:6]=1)(=[O:4])=[O:3].Cl.Cl.[Cl:16][C:17]1[CH:18]=[C:19]([N:23]2[CH2:28][CH2:27][NH:26][CH2:25][CH2:24]2)[CH:20]=[CH:21][CH:22]=1.[N:29]1[CH:34]=[CH:33][C:32]([N:35]2[CH2:40][CH2:39][NH:38][CH2:37][CH2:36]2)=[CH:31][CH:30]=1, predict the reaction product. The product is: [Cl:16][C:17]1[CH:18]=[C:19]([N:23]2[CH2:28][CH2:27][N:26]([S:2]([C:5]3[CH:6]=[CH:7][C:8]([C:9]([N:38]4[CH2:39][CH2:40][N:35]([C:32]5[CH:33]=[CH:34][N:29]=[CH:30][CH:31]=5)[CH2:36][CH2:37]4)=[O:11])=[CH:12][CH:13]=3)(=[O:3])=[O:4])[CH2:25][CH2:24]2)[CH:20]=[CH:21][CH:22]=1. (2) Given the reactants Br[CH2:2][CH2:3][CH2:4][O:5][Si:6]([C:9]([CH3:12])([CH3:11])[CH3:10])([CH3:8])[CH3:7].C([O-])([O-])=O.[K+].[K+].[OH:19][C:20]1[CH:27]=[CH:26][C:23]([CH:24]=[O:25])=[C:22]([O:28][CH3:29])[CH:21]=1, predict the reaction product. The product is: [Si:6]([O:5][CH2:4][CH2:3][CH2:2][O:19][C:20]1[CH:27]=[CH:26][C:23]([CH:24]=[O:25])=[C:22]([O:28][CH3:29])[CH:21]=1)([C:9]([CH3:12])([CH3:11])[CH3:10])([CH3:8])[CH3:7].